This data is from Reaction yield outcomes from USPTO patents with 853,638 reactions. The task is: Predict the reaction yield, written as a fraction of the theoretical maximum amount of product (1.0 means a 100% yield; for example, 0.34 means a 34% yield). (1) The product is [CH2:26]([N:23]1[CH2:24][CH2:25][CH:21]([CH:19]([C:16]2([CH2:14][OH:13])[CH2:18][CH2:17]2)[OH:20])[CH2:22]1)[C:27]1[CH:28]=[CH:29][CH:30]=[CH:31][CH:32]=1. The yield is 1.00. The reactants are [Al+3].[Cl-].[Cl-].[Cl-].[H-].[H-].[H-].[H-].[Li+].[Al+3].C([O:13][C:14]([C:16]1([C:19](=[C:21]2[CH2:25][CH2:24][N:23]([CH2:26][C:27]3[CH:32]=[CH:31][CH:30]=[CH:29][CH:28]=3)[C:22]2=O)[OH:20])[CH2:18][CH2:17]1)=O)C.Cl. The catalyst is C1COCC1. (2) The reactants are [F:1][C:2]1[CH:8]=[C:7]([CH3:9])[CH:6]=[CH:5][C:3]=1[NH2:4].C([Li])CCC.F[C:16]1[CH:21]=[CH:20][CH:19]=[CH:18][C:17]=1[N+:22]([O-])=O. The catalyst is O1CCCC1. The product is [F:1][C:2]1[CH:8]=[C:7]([CH3:9])[CH:6]=[CH:5][C:3]=1[NH:4][C:16]1[C:17]([NH2:22])=[CH:18][CH:19]=[CH:20][CH:21]=1. The yield is 1.00. (3) The reactants are [CH:1]1([NH:7][C:8](=[O:28])[CH2:9][C:10]2[CH:15]=[C:14]([I:16])[C:13]([O:17][C:18]3[CH:23]=[C:22]([I:24])[C:21]([OH:25])=[C:20]([I:26])[CH:19]=3)=[C:12]([I:27])[CH:11]=2)[CH2:6][CH2:5][CH2:4][CH2:3][CH2:2]1.C([O-])([O-])=O.[Cs+].[Cs+].[CH2:35]([CH:37]1[O:39][CH2:38]1)Br.CCOC(C)=O. The catalyst is O1CCOCC1. The product is [CH:1]1([NH:7][C:8](=[O:28])[CH2:9][C:10]2[CH:15]=[C:14]([I:16])[C:13]([O:17][C:18]3[CH:23]=[C:22]([I:24])[C:21]([O:25][CH2:35][CH:37]4[CH2:38][O:39]4)=[C:20]([I:26])[CH:19]=3)=[C:12]([I:27])[CH:11]=2)[CH2:2][CH2:3][CH2:4][CH2:5][CH2:6]1. The yield is 0.0500. (4) The reactants are [Br:1][C:2]1[CH:11]=[C:10]([Br:12])[C:9]([OH:13])=[C:8]2[C:3]=1[CH:4]=[CH:5][CH:6]=[N:7]2.Br[CH:15]([CH3:17])[CH3:16]. No catalyst specified. The product is [Br:1][C:2]1[CH:11]=[C:10]([Br:12])[C:9]([O:13][CH:15]([CH3:17])[CH3:16])=[C:8]2[C:3]=1[CH:4]=[CH:5][CH:6]=[N:7]2. The yield is 0.970. (5) The catalyst is O1CCOCC1.C1(P([C-]2C=CC=C2)C2C=CC=CC=2)C=CC=CC=1.[C-]1(P(C2C=CC=CC=2)C2C=CC=CC=2)C=CC=C1.[Fe+2].[Pd](Cl)Cl. The product is [OH:19][C:17]1[CH:18]=[C:9]([C:43]2[CH:44]=[C:39]([F:38])[C:40]([F:47])=[C:41]([F:46])[CH:42]=2)[CH:10]=[C:11]2[C:16]=1[N:15]=[CH:14][NH:13][C:12]2=[O:36]. The reactants are CC1(C)C(C)(C)OB([C:9]2[CH:10]=[C:11]3[C:16](=[C:17]([O:19]COCC[Si](C)(C)C)[CH:18]=2)[N:15]=[CH:14][N:13](COCC[Si](C)(C)C)[C:12]3=[O:36])O1.[F:38][C:39]1[CH:44]=[C:43](I)[CH:42]=[C:41]([F:46])[C:40]=1[F:47].C(=O)([O-])[O-].[K+].[K+]. The yield is 0.200.